From a dataset of Peptide-MHC class I binding affinity with 185,985 pairs from IEDB/IMGT. Regression. Given a peptide amino acid sequence and an MHC pseudo amino acid sequence, predict their binding affinity value. This is MHC class I binding data. (1) The peptide sequence is ERNPYENIL. The MHC is HLA-A29:02 with pseudo-sequence HLA-A29:02. The binding affinity (normalized) is 0.0847. (2) The peptide sequence is ATRAVMMGL. The MHC is HLA-B15:01 with pseudo-sequence HLA-B15:01. The binding affinity (normalized) is 0.417.